From a dataset of Full USPTO retrosynthesis dataset with 1.9M reactions from patents (1976-2016). Predict the reactants needed to synthesize the given product. Given the product [CH2:28]([NH:31][C:32]1[CH:33]=[C:34]([CH:38]=[C:39]([CH3:41])[N:40]=1)[C:6]([NH:7][C@H:8]([C@@H:19]1[CH2:23][C@@H:22]([CH3:24])[C:21](=[O:25])[O:20]1)[CH2:9][C:10]1[CH:15]=[CH:14][CH:13]=[C:12]([CH2:16][CH:17]=[CH2:18])[CH:11]=1)=[O:26])[CH:29]=[CH2:30], predict the reactants needed to synthesize it. The reactants are: C(O[C:6](=[O:26])[NH:7][C@H:8]([C@@H:19]1[CH2:23][C@@H:22]([CH3:24])[C:21](=[O:25])[O:20]1)[CH2:9][C:10]1[CH:15]=[CH:14][CH:13]=[C:12]([CH2:16][CH:17]=[CH2:18])[CH:11]=1)(C)(C)C.Cl.[CH2:28]([NH:31][C:32]1[CH:33]=[C:34]([CH:38]=[C:39]([CH3:41])[N:40]=1)C(O)=O)[CH:29]=[CH2:30].C1C=CC2N(O)N=NC=2C=1.CCN=C=NCCCN(C)C.Cl.CCN(CC)CC.